Task: Predict the reactants needed to synthesize the given product.. Dataset: Full USPTO retrosynthesis dataset with 1.9M reactions from patents (1976-2016) (1) Given the product [Br:11][CH2:7][C:6]1[CH:5]=[C:4]([Cl:9])[S:3][C:2]=1[Cl:1], predict the reactants needed to synthesize it. The reactants are: [Cl:1][C:2]1[S:3][C:4]([Cl:9])=[CH:5][C:6]=1[CH2:7]O.P(Br)(Br)[Br:11]. (2) Given the product [CH2:37]([O:36][C:20]1[CH:21]=[C:22]([Cl:35])[C:23]([CH2:25][C:26]2[CH:31]=[CH:30][C:29]([O:32][CH2:33][CH3:34])=[CH:28][CH:27]=2)=[CH:24][C:19]=1[C@H:8]1[C@H:9]([OH:15])[C@@H:10]([OH:11])[C@H:5]([OH:4])[C@@H:6]([CH2:40][OH:41])[O:7]1)[CH:38]=[CH2:39], predict the reactants needed to synthesize it. The reactants are: C([O:4][C@H:5]1[C@H:10]([O:11]C(=O)C)[C@@H:9]([O:15]C(=O)C)[C@H:8]([C:19]2[CH:24]=[C:23]([CH2:25][C:26]3[CH:31]=[CH:30][C:29]([O:32][CH2:33][CH3:34])=[CH:28][CH:27]=3)[C:22]([Cl:35])=[CH:21][C:20]=2[O:36][CH2:37][CH:38]=[CH2:39])[O:7][C@@H:6]1[CH2:40][O:41]C(=O)C)(=O)C.C[O-].[Na+].C(O)(=O)C. (3) Given the product [Br:19][C:16]([F:17])([F:18])[C:15]([F:20])([F:21])[CH2:14][CH2:13][CH2:7][C:6]([OH:22])=[O:5], predict the reactants needed to synthesize it. The reactants are: [OH-].[Na+].C([O:5][C:6](=[O:22])[CH:7]([CH2:13][CH2:14][C:15]([F:21])([F:20])[C:16]([Br:19])([F:18])[F:17])C(OCC)=O)C.Cl.